This data is from Catalyst prediction with 721,799 reactions and 888 catalyst types from USPTO. The task is: Predict which catalyst facilitates the given reaction. (1) Reactant: C(OC(=O)[NH:7][CH2:8][CH2:9][CH2:10][C:11]1[CH:20]=[CH:19][C:14]2[N:15]=[C:16]([CH3:18])[S:17][C:13]=2[CH:12]=1)(C)(C)C.[ClH:22]. Product: [ClH:22].[ClH:22].[CH3:18][C:16]1[S:17][C:13]2[CH:12]=[C:11]([CH2:10][CH2:9][CH2:8][NH2:7])[CH:20]=[CH:19][C:14]=2[N:15]=1. The catalyst class is: 135. (2) Reactant: [Cl:1][C:2]1[CH:7]=[CH:6][CH:5]=[CH:4][C:3]=1[N+:8]([O-:10])=[O:9].O[CH2:12][NH:13][C:14](=[O:19])[C:15]([F:18])([F:17])[F:16]. Product: [Cl:1][C:2]1[CH:7]=[CH:6][C:5]([CH2:12][NH:13][C:14](=[O:19])[C:15]([F:18])([F:17])[F:16])=[CH:4][C:3]=1[N+:8]([O-:10])=[O:9]. The catalyst class is: 65. (3) Reactant: C([Mg]Cl)C=C.BrCCl.[CH2:9]1[C:17]2[C:12](=[CH:13][CH:14]=[CH:15][CH:16]=2)[CH:11]=[CH:10]1.C([Li:22])CCC.Cl. Product: [CH:9]1([Li:22])[C:17]2[C:12](=[CH:13][CH:14]=[CH:15][CH:16]=2)[CH:11]=[CH:10]1. The catalyst class is: 1. (4) The catalyst class is: 3. Reactant: Br[C:2]1[N:6]([CH2:7][C:8]2[CH:13]=[CH:12][C:11]([O:14][CH3:15])=[CH:10][CH:9]=2)[N:5]=[C:4]([O:16][CH3:17])[N:3]=1.[Br:18][C:19]1[C:25]([Cl:26])=[CH:24][C:22]([NH2:23])=[CH:21][C:20]=1[Cl:27].CC([O-])(C)C.[Na+]. Product: [Br:18][C:19]1[C:25]([Cl:26])=[CH:24][C:22]([NH:23][C:2]2[N:6]([CH2:7][C:8]3[CH:13]=[CH:12][C:11]([O:14][CH3:15])=[CH:10][CH:9]=3)[N:5]=[C:4]([O:16][CH3:17])[N:3]=2)=[CH:21][C:20]=1[Cl:27].